This data is from Full USPTO retrosynthesis dataset with 1.9M reactions from patents (1976-2016). The task is: Predict the reactants needed to synthesize the given product. (1) The reactants are: [OH:1][C:2]1[C:11]2[C:6](=[C:7]([N+:19]([O-])=O)[CH:8]=[C:9]([CH2:12][N:13]3[CH2:18][CH2:17][O:16][CH2:15][CH2:14]3)[CH:10]=2)[N:5]=[CH:4][C:3]=1[C:22]([O:24][CH2:25][CH3:26])=[O:23].[H][H]. Given the product [NH2:19][C:7]1[CH:8]=[C:9]([CH2:12][N:13]2[CH2:14][CH2:15][O:16][CH2:17][CH2:18]2)[CH:10]=[C:11]2[C:6]=1[N:5]=[CH:4][C:3]([C:22]([O:24][CH2:25][CH3:26])=[O:23])=[C:2]2[OH:1], predict the reactants needed to synthesize it. (2) Given the product [CH:12]1([CH2:11][CH2:10][CH2:9][C@@H:8]([C:18]2[O:22][N:21]=[C:20]([CH2:23][N:24]([CH3:25])[CH2:26][C:27]([NH:32][CH3:31])=[O:29])[N:19]=2)[CH2:7][C:6]([O:5][C:1]([CH3:3])([CH3:2])[CH3:4])=[O:30])[CH2:13][CH2:14][CH2:15][CH2:16][CH2:17]1, predict the reactants needed to synthesize it. The reactants are: [C:1]([O:5][C:6](=[O:30])[CH2:7][C@H:8]([C:18]1[O:22][N:21]=[C:20]([CH2:23][N:24]([CH2:26][C:27]([OH:29])=O)[CH3:25])[N:19]=1)[CH2:9][CH2:10][CH2:11][CH:12]1[CH2:17][CH2:16][CH2:15][CH2:14][CH2:13]1)([CH3:4])([CH3:3])[CH3:2].[CH3:31][NH2:32]. (3) Given the product [C:16]([O:20][C:21]([N:23]1[CH2:28][CH2:27][C:26](=[C:5]([Br:14])[C:3]#[N:4])[CH2:25][CH2:24]1)=[O:22])([CH3:19])([CH3:18])[CH3:17], predict the reactants needed to synthesize it. The reactants are: [H-].[Na+].[C:3]([CH2:5]P(=O)(OCC)OCC)#[N:4].[Br:14]Br.[C:16]([O:20][C:21]([N:23]1[CH2:28][CH2:27][C:26](=O)[CH2:25][CH2:24]1)=[O:22])([CH3:19])([CH3:18])[CH3:17]. (4) Given the product [Cl:46][C:34]1[N:33]=[C:32]2[C:37]([N:38]=[CH:39][N:31]2[C@@H:29]2[CH2:30][C@H:26]([NH:25][C:5](=[O:23])[CH2:4][CH3:3])[C@@H:27]([OH:48])[C@H:28]2[OH:47])=[C:36]([NH:40][CH:41]2[CH2:42][CH2:43][CH2:44][CH2:45]2)[N:35]=1, predict the reactants needed to synthesize it. The reactants are: Cl.N[C@H:3]1C[C@@H](N2C=NC3C2=NC=NC=3NC2CCCC2)[C@H:5]([OH:23])[C@@H:4]1O.[NH2:25][C@H:26]1[CH2:30][C@@H:29]([N:31]2[CH:39]=[N:38][C:37]3[C:32]2=[N:33][C:34]([Cl:46])=[N:35][C:36]=3[NH:40][CH:41]2[CH2:45][CH2:44][CH2:43][CH2:42]2)[C@H:28]([OH:47])[C@@H:27]1[OH:48]. (5) Given the product [Cl:1][C:2]1[C:10]([C:11]#[N:12])=[CH:9][CH:8]=[C:7]2[C:3]=1[CH:4]=[C:5]([CH3:13])[N:6]2[CH2:15][C:16]1[N:20]=[C:19]([C:21]2[CH:26]=[C:25]([F:27])[CH:24]=[C:23]([F:28])[CH:22]=2)[O:18][N:17]=1, predict the reactants needed to synthesize it. The reactants are: [Cl:1][C:2]1[C:10]([C:11]#[N:12])=[CH:9][CH:8]=[C:7]2[C:3]=1[CH:4]=[C:5]([CH3:13])[NH:6]2.Cl[CH2:15][C:16]1[N:20]=[C:19]([C:21]2[CH:26]=[C:25]([F:27])[CH:24]=[C:23]([F:28])[CH:22]=2)[O:18][N:17]=1. (6) Given the product [NH2:1][C:2]1[CH:7]=[C:6]([O:8][C:9]2[C:10]([CH3:21])=[N:11][CH:12]=[C:13]([C:19]=2[CH3:20])[C:14]([O:16][CH2:17][CH3:18])=[O:15])[C:5]([Br:22])=[CH:4][N:3]=1, predict the reactants needed to synthesize it. The reactants are: [NH2:1][C:2]1[CH:7]=[C:6]([O:8][C:9]2[C:10]([CH3:21])=[N:11][CH:12]=[C:13]([C:19]=2[CH3:20])[C:14]([O:16][CH2:17][CH3:18])=[O:15])[CH:5]=[CH:4][N:3]=1.[Br:22]Br. (7) Given the product [CH3:30][O:29][C:27]([C:26]1[C:25]([C:31]([O:33][CH3:34])=[O:32])=[C:12]([C:13]2[CH:14]=[CH:15][C:16]([O:19][CH3:20])=[CH:17][CH:18]=2)[N:8]2[C:9]3[CH:10]=[CH:11][C:3]([O:2][CH3:1])=[CH:4][C:5]=3[CH2:6][C:7]=12)=[O:28], predict the reactants needed to synthesize it. The reactants are: [CH3:1][O:2][C:3]1[CH:4]=[C:5]2[C:9](=[CH:10][CH:11]=1)[N:8]([C:12](=O)[C:13]1[CH:18]=[CH:17][C:16]([O:19][CH3:20])=[CH:15][CH:14]=1)[CH:7](C(O)=O)[CH2:6]2.[C:25]([C:31]([O:33][CH3:34])=[O:32])#[C:26][C:27]([O:29][CH3:30])=[O:28]. (8) Given the product [C:1]([C:5]1[CH:54]=[CH:53][C:8]([CH2:9][O:10][C:11]2[CH:16]=[CH:15][CH:14]=[CH:13][C:12]=2/[CH:17]=[CH:18]/[CH:19]([CH2:20][CH2:21][C:22]2[CH:27]=[CH:26][C:25]([C:28]3[NH:32][N:31]=[N:30][N:29]=3)=[CH:24][CH:23]=2)[CH2:33][C:34]2[CH:39]=[C:38]([F:40])[C:37]([OH:41])=[C:36]([F:52])[CH:35]=2)=[CH:7][CH:6]=1)([CH3:4])([CH3:2])[CH3:3], predict the reactants needed to synthesize it. The reactants are: [C:1]([C:5]1[CH:54]=[CH:53][C:8]([CH2:9][O:10][C:11]2[CH:16]=[CH:15][CH:14]=[CH:13][C:12]=2/[CH:17]=[CH:18]/[CH:19]([CH2:33][C:34]2[CH:39]=[C:38]([F:40])[C:37]([O:41][Si](C(C)C)(C(C)C)C(C)C)=[C:36]([F:52])[CH:35]=2)[CH2:20][CH2:21][C:22]2[CH:27]=[CH:26][C:25]([C:28]3[NH:32][N:31]=[N:30][N:29]=3)=[CH:24][CH:23]=2)=[CH:7][CH:6]=1)([CH3:4])([CH3:3])[CH3:2].[F-].C([N+](CCCC)(CCCC)CCCC)CCC.O=O.[Cl-].[NH4+].